This data is from Reaction yield outcomes from USPTO patents with 853,638 reactions. The task is: Predict the reaction yield, written as a fraction of the theoretical maximum amount of product (1.0 means a 100% yield; for example, 0.34 means a 34% yield). (1) The reactants are [CH2:1]([N:8]1[C:14](=O)[C:13]2[CH:16]=[CH:17][CH:18]=[C:19]([Br:20])[C:12]=2[O:11][CH2:10][CH2:9]1)[C:2]1[CH:7]=[CH:6][CH:5]=[CH:4][CH:3]=1.B.O1CCCC1.CO.[OH-].[Na+]. The catalyst is O1CCCC1. The product is [CH2:1]([N:8]1[CH2:14][C:13]2[CH:16]=[CH:17][CH:18]=[C:19]([Br:20])[C:12]=2[O:11][CH2:10][CH2:9]1)[C:2]1[CH:3]=[CH:4][CH:5]=[CH:6][CH:7]=1. The yield is 0.808. (2) The yield is 0.560. The reactants are Cl.[Br:2][C:3]1[CH:11]=[C:10]2[C:6]([CH:7]=[C:8]([C:12](O)=[O:13])[NH:9]2)=[CH:5][C:4]=1[O:15][CH:16]1[CH2:21][CH2:20][N:19]([CH:22]([CH3:24])[CH3:23])[CH2:18][CH2:17]1.F[B-](F)(F)F.N1(OC(N(C)C)=[N+](C)C)C2C=CC=CC=2N=N1.[N:47]1([S:53]([N:56]2[CH2:61][CH2:60][NH:59][CH2:58][CH2:57]2)(=[O:55])=[O:54])[CH2:52][CH2:51][CH2:50][CH2:49][CH2:48]1.C(N(CC)C(C)C)(C)C.C(=O)(O)[O-].[Na+]. The product is [Br:2][C:3]1[CH:11]=[C:10]2[C:6]([CH:7]=[C:8]([C:12]([N:59]3[CH2:58][CH2:57][N:56]([S:53]([N:47]4[CH2:48][CH2:49][CH2:50][CH2:51][CH2:52]4)(=[O:55])=[O:54])[CH2:61][CH2:60]3)=[O:13])[NH:9]2)=[CH:5][C:4]=1[O:15][CH:16]1[CH2:21][CH2:20][N:19]([CH:22]([CH3:23])[CH3:24])[CH2:18][CH2:17]1. The catalyst is CN(C)C=O. (3) The product is [CH3:1][C:2]1[CH:7]=[C:6]([O:8][CH2:9][C:10]2([C:15]3[CH:28]=[CH:27][C:18]([C:19]([NH:21][CH2:22][CH2:23][C:24]([OH:26])=[O:25])=[O:20])=[CH:17][CH:16]=3)[CH2:14][CH2:13][CH2:12][CH2:11]2)[CH:5]=[C:4]([CH3:29])[C:3]=1[C:30]1[CH:31]=[CH:32][C:33]([C:36]([F:37])([F:39])[F:38])=[CH:34][CH:35]=1. The reactants are [CH3:1][C:2]1[CH:7]=[C:6]([O:8][CH2:9][C:10]2([C:15]3[CH:28]=[CH:27][C:18]([C:19]([NH:21][CH2:22][CH2:23][C:24]([OH:26])=[O:25])=[O:20])=[CH:17][CH:16]=3)[CH2:14][CH:13]=[CH:12][CH2:11]2)[CH:5]=[C:4]([CH3:29])[C:3]=1[C:30]1[CH:35]=[CH:34][C:33]([C:36]([F:39])([F:38])[F:37])=[CH:32][CH:31]=1. The yield is 0.260. The catalyst is CCO.[Pd]. (4) The reactants are [CH3:1][C@H:2]1[CH2:7][N:6]([C:8]2[CH:13]=[CH:12][C:11]([O:14][C:15]([F:18])([F:17])[F:16])=[CH:10][CH:9]=2)[CH2:5][C@@H:4]([CH3:19])[N:3]1[S:20]([C:23]1[CH:31]=[CH:30][CH:29]=[C:28]2[C:24]=1[CH2:25][CH:26]([C:32]#[N:33])[CH2:27]2)(=[O:22])=[O:21].C([Sn](=O)CCCC)CCC.[N:44]([Si](C)(C)C)=[N+:45]=[N-:46]. The catalyst is C1(C)C=CC=CC=1. The product is [CH3:1][C@H:2]1[CH2:7][N:6]([C:8]2[CH:13]=[CH:12][C:11]([O:14][C:15]([F:16])([F:18])[F:17])=[CH:10][CH:9]=2)[CH2:5][C@@H:4]([CH3:19])[N:3]1[S:20]([C:23]1[C:24]2[CH2:25][CH:26]([C:32]3[NH:46][N:45]=[N:44][N:33]=3)[CH2:27][C:28]=2[CH:29]=[CH:30][CH:31]=1)(=[O:22])=[O:21]. The yield is 0.610.